Dataset: Peptide-MHC class I binding affinity with 185,985 pairs from IEDB/IMGT. Task: Regression. Given a peptide amino acid sequence and an MHC pseudo amino acid sequence, predict their binding affinity value. This is MHC class I binding data. (1) The peptide sequence is KSYEHQTPF. The MHC is HLA-C12:03 with pseudo-sequence HLA-C12:03. The binding affinity (normalized) is 0.756. (2) The peptide sequence is FLRGRAYGI. The MHC is HLA-B54:01 with pseudo-sequence HLA-B54:01. The binding affinity (normalized) is 0. (3) The peptide sequence is HQDDGQPRL. The MHC is HLA-A02:12 with pseudo-sequence HLA-A02:12. The binding affinity (normalized) is 0.0847. (4) The peptide sequence is SYYATSYLE. The MHC is HLA-A24:02 with pseudo-sequence HLA-A24:02. The binding affinity (normalized) is 0.226. (5) The peptide sequence is NSISARALK. The MHC is HLA-A31:01 with pseudo-sequence HLA-A31:01. The binding affinity (normalized) is 0.777. (6) The MHC is HLA-A29:02 with pseudo-sequence HLA-A29:02. The peptide sequence is AFLPFTLGI. The binding affinity (normalized) is 0.420. (7) The peptide sequence is VMAWRTIMAV. The MHC is HLA-A02:01 with pseudo-sequence HLA-A02:01. The binding affinity (normalized) is 0.849.